Regression/Classification. Given a drug SMILES string, predict its absorption, distribution, metabolism, or excretion properties. Task type varies by dataset: regression for continuous measurements (e.g., permeability, clearance, half-life) or binary classification for categorical outcomes (e.g., BBB penetration, CYP inhibition). Dataset: cyp2c9_veith. From a dataset of CYP2C9 inhibition data for predicting drug metabolism from PubChem BioAssay. (1) The molecule is Clc1cc2c(c(CSC3=NCN(CC4CC4)CN3)c1)OCOC2. The result is 0 (non-inhibitor). (2) The compound is c1cncc(-c2nc(NCCN3CCOCC3)c3ccccc3n2)c1. The result is 0 (non-inhibitor). (3) The drug is Cn1c(=O)cnc2cnc(Oc3ccccc3)nc21. The result is 0 (non-inhibitor).